This data is from Forward reaction prediction with 1.9M reactions from USPTO patents (1976-2016). The task is: Predict the product of the given reaction. (1) Given the reactants C(=O)=O.CC(C)=O.Br[C:9]1[CH:10]=[C:11]2[C:15](=[CH:16][CH:17]=1)[N:14]([C:18]1[CH:23]=[CH:22][C:21]([F:24])=[CH:20][CH:19]=1)[N:13]=[CH:12]2.C([Li])CCC.[F:30][C:31]([F:44])([F:43])[C:32]([C:34]1[C:42]2[C:37](=[N:38][CH:39]=[CH:40][CH:41]=2)[NH:36][CH:35]=1)=[O:33], predict the reaction product. The product is: [F:44][C:31]([F:30])([F:43])[C:32]([C:9]1[CH:10]=[C:11]2[C:15](=[CH:16][CH:17]=1)[N:14]([C:18]1[CH:23]=[CH:22][C:21]([F:24])=[CH:20][CH:19]=1)[N:13]=[CH:12]2)([C:34]1[C:42]2[C:37](=[N:38][CH:39]=[CH:40][CH:41]=2)[NH:36][CH:35]=1)[OH:33]. (2) Given the reactants [C:1]([O:5][C:6]([NH:8][C:9]([CH2:22][F:23])([CH2:14][C:15]1[CH:20]=[CH:19][CH:18]=[C:17]([OH:21])[CH:16]=1)[C:10]([O:12][CH3:13])=[O:11])=[O:7])([CH3:4])([CH3:3])[CH3:2].CCN(C(C)C)C(C)C.C1C=CC(N([S:40]([C:43]([F:46])([F:45])[F:44])(=[O:42])=[O:41])[S:40]([C:43]([F:46])([F:45])[F:44])(=[O:42])=[O:41])=CC=1, predict the reaction product. The product is: [F:44][C:43]([F:46])([F:45])[S:40]([O:21][C:17]1[CH:18]=[CH:19][CH:20]=[C:15]([CH2:14][C:9]([C:10]([O:12][CH3:13])=[O:11])([NH:8][C:6]([O:5][C:1]([CH3:3])([CH3:4])[CH3:2])=[O:7])[CH2:22][F:23])[CH:16]=1)(=[O:42])=[O:41]. (3) Given the reactants Br[C:2]1[CH:7]=[C:6]([CH3:8])[CH:5]=[C:4]([Br:9])[N:3]=1.C(=O)([O-])[O-].[K+].[K+].CC1(C)C(C)(C)OB([C:24]2[S:28][CH:27]=[N:26][CH:25]=2)O1, predict the reaction product. The product is: [Br:9][C:4]1[N:3]=[C:2]([C:24]2[S:28][CH:27]=[N:26][CH:25]=2)[CH:7]=[C:6]([CH3:8])[CH:5]=1. (4) Given the reactants C([O:3][C:4](=[O:46])[CH2:5][O:6][C:7]1[CH:12]=[CH:11][C:10]([C:13]2[CH:18]=[CH:17][C:16]([O:19][CH2:20][CH2:21][NH:22][C@@H:23]([CH3:45])[C@@H:24]([C:26]3[CH:31]=[CH:30][C:29]([O:32][CH2:33][C:34]4[CH:39]=[CH:38][CH:37]=[CH:36][CH:35]=4)=[C:28]([NH:40][S:41]([CH3:44])(=[O:43])=[O:42])[CH:27]=3)[OH:25])=[CH:15][CH:14]=2)=[CH:9][CH:8]=1)C.[OH-].[Na+].Cl, predict the reaction product. The product is: [CH2:33]([O:32][C:29]1[CH:30]=[CH:31][C:26]([C@@H:24]([OH:25])[C@@H:23]([NH:22][CH2:21][CH2:20][O:19][C:16]2[CH:17]=[CH:18][C:13]([C:10]3[CH:11]=[CH:12][C:7]([O:6][CH2:5][C:4]([OH:46])=[O:3])=[CH:8][CH:9]=3)=[CH:14][CH:15]=2)[CH3:45])=[CH:27][C:28]=1[NH:40][S:41]([CH3:44])(=[O:42])=[O:43])[C:34]1[CH:39]=[CH:38][CH:37]=[CH:36][CH:35]=1. (5) The product is: [K+:28].[OH:2][C:1]1[CH:8]=[CH:7][C:5]([OH:6])=[CH:4][C:3]=1[S:13]([O-:16])(=[O:15])=[O:14]. Given the reactants [C:1]1([CH:8]=[CH:7][C:5]([OH:6])=[CH:4][CH:3]=1)[OH:2].ClCCCl.[S:13](=O)(=[O:16])([OH:15])[OH:14].C(C(CCCC)C([O-])=O)C.[K+:28], predict the reaction product. (6) Given the reactants [OH:1][NH:2][C:3]([C:5]1([S:15]([C:18]2[CH:23]=[CH:22][C:21]([O:24][C:25]3[CH:30]=[CH:29][C:28]([O:31][C:32]([F:35])([F:34])[F:33])=[CH:27][CH:26]=3)=[CH:20][CH:19]=2)(=[O:17])=[O:16])[CH2:10][CH2:9][N:8]([CH2:11][CH2:12][O:13][CH3:14])[CH2:7][CH2:6]1)=[O:4].[C:36]([OH:39])(=[O:38])[CH3:37], predict the reaction product. The product is: [C:36]([OH:39])(=[O:38])[CH3:37].[OH:1][NH:2][C:3]([C:5]1([S:15]([C:18]2[CH:23]=[CH:22][C:21]([O:24][C:25]3[CH:26]=[CH:27][C:28]([O:31][C:32]([F:35])([F:33])[F:34])=[CH:29][CH:30]=3)=[CH:20][CH:19]=2)(=[O:17])=[O:16])[CH2:6][CH2:7][N:8]([CH2:11][CH2:12][O:13][CH3:14])[CH2:9][CH2:10]1)=[O:4]. (7) Given the reactants C(OC1N=C2C(N=C(OC)N2CCCC2CCCCN2)=C(N)N=1)CCC.[NH2:27][C:28]1[N:36]=[C:35]([O:37][C@@H:38]([CH3:42])[CH2:39][CH2:40][CH3:41])[N:34]=[C:33]2[C:29]=1[N:30]=[C:31]([O:61][CH3:62])[N:32]2[CH2:43][CH2:44][CH:45]1[CH2:50][CH2:49][CH2:48][N:47](C(OCC2C=CC=CC=2)=O)[CH2:46]1, predict the reaction product. The product is: [CH3:42][C@H:38]([O:37][C:35]1[N:34]=[C:33]2[C:29]([N:30]=[C:31]([O:61][CH3:62])[N:32]2[CH2:43][CH2:44][CH:45]2[CH2:50][CH2:49][CH2:48][NH:47][CH2:46]2)=[C:28]([NH2:27])[N:36]=1)[CH2:39][CH2:40][CH3:41].